Dataset: Forward reaction prediction with 1.9M reactions from USPTO patents (1976-2016). Task: Predict the product of the given reaction. (1) Given the reactants Cl.Cl.Cl.[O:4]1[C:12]2[CH:11]=[CH:10][N:9]=[C:8]([N:13]3[CH2:18][CH2:17][N:16]([CH2:19][CH2:20][C@H:21]4[CH2:26][CH2:25][C@H:24]([NH2:27])[CH2:23][CH2:22]4)[CH2:15][CH2:14]3)[C:7]=2[CH:6]=[CH:5]1.[CH:28]1([C:31](O)=[O:32])[CH2:30][CH2:29]1, predict the reaction product. The product is: [O:4]1[C:12]2[CH:11]=[CH:10][N:9]=[C:8]([N:13]3[CH2:18][CH2:17][N:16]([CH2:19][CH2:20][C@H:21]4[CH2:26][CH2:25][C@H:24]([NH:27][C:31]([CH:28]5[CH2:30][CH2:29]5)=[O:32])[CH2:23][CH2:22]4)[CH2:15][CH2:14]3)[C:7]=2[CH:6]=[CH:5]1. (2) Given the reactants [CH2:1](Br)[CH:2]=[CH2:3].[CH3:5][C:6]1[CH:18]=[C:17]([CH3:19])[CH:16]=[C:15]([CH3:20])[C:7]=1[C:8]([PH:10][CH2:11][CH:12]([CH3:14])[CH3:13])=[O:9].[Li].[OH:22]O, predict the reaction product. The product is: [CH3:5][C:6]1[CH:18]=[C:17]([CH3:19])[CH:16]=[C:15]([CH3:20])[C:7]=1[C:8]([P:10](=[O:22])([CH2:11][CH:12]([CH3:14])[CH3:13])[CH2:1][CH:2]=[CH2:3])=[O:9]. (3) Given the reactants [CH2:1]([O:8][C:9](=[O:23])[CH2:10][C@H:11]([NH:15][C:16]([O:18][C:19]([CH3:22])([CH3:21])[CH3:20])=[O:17])[C:12](O)=[O:13])[C:2]1[CH:7]=[CH:6][CH:5]=[CH:4][CH:3]=1.CN1CCOCC1.ClC(OCC(C)C)=O.[BH4-].[Na+], predict the reaction product. The product is: [CH2:1]([O:8][C:9](=[O:23])[CH2:10][C@H:11]([NH:15][C:16]([O:18][C:19]([CH3:21])([CH3:20])[CH3:22])=[O:17])[CH2:12][OH:13])[C:2]1[CH:7]=[CH:6][CH:5]=[CH:4][CH:3]=1. (4) Given the reactants [CH3:1][N:2]1[C:10]2[C:9]([O:11][C:12]3[CH:18]=[CH:17][C:15]([NH2:16])=[CH:14][CH:13]=3)=[N:8][CH:7]=[N:6][C:5]=2[CH:4]=[CH:3]1.C(N(CC)CC)C.[C:26]1([N:32]=[C:33]=[S:34])[CH:31]=[CH:30][CH:29]=[CH:28][CH:27]=1, predict the reaction product. The product is: [CH3:1][N:2]1[C:10]2[C:9]([O:11][C:12]3[CH:18]=[CH:17][C:15]([NH:16][C:33]([NH:32][C:26]4[CH:31]=[CH:30][CH:29]=[CH:28][CH:27]=4)=[S:34])=[CH:14][CH:13]=3)=[N:8][CH:7]=[N:6][C:5]=2[CH:4]=[CH:3]1. (5) Given the reactants [CH3:1][O:2][C:3]([NH:5][C@H:6]([C:11]([OH:13])=O)[C:7]([CH3:10])([CH3:9])[CH3:8])=[O:4].CCN=C=NCCCN(C)C.C1C=CC2N(O)N=NC=2C=1.CN1CCOCC1.[Br:42][C:43]1[CH:51]=[CH:50][C:46]([CH2:47][NH:48][NH2:49])=[CH:45][CH:44]=1, predict the reaction product. The product is: [CH3:1][O:2][C:3](=[O:4])[NH:5][C@H:6]([C:11]([NH:49][NH:48][CH2:47][C:46]1[CH:50]=[CH:51][C:43]([Br:42])=[CH:44][CH:45]=1)=[O:13])[C:7]([CH3:10])([CH3:9])[CH3:8]. (6) Given the reactants [C:1]([O:5][C:6]([N:8]1[CH2:13][CH:12]=[CH:11][CH2:10][CH:9]1[C:14]1[CH:19]=[CH:18][C:17](Br)=[CH:16][CH:15]=1)=[O:7])([CH3:4])([CH3:3])[CH3:2].C(Cl)(Cl)Cl.P(C(C)(C)C)(C(C)(C)C)C(C)(C)C.C[Si]([N-:42][Si](C)(C)C)(C)C.[K+].[Br-], predict the reaction product. The product is: [C:1]([O:5][C:6]([N:8]1[CH2:13][CH:12]=[CH:11][CH2:10][CH:9]1[C:14]1[CH:19]=[CH:18][C:17]([NH2:42])=[CH:16][CH:15]=1)=[O:7])([CH3:4])([CH3:3])[CH3:2]. (7) The product is: [NH2:24][CH:11]([C:8]1[CH:9]=[CH:10][C:5]([C:4]([O:3][CH2:1][CH3:2])=[O:17])=[CH:6][CH:7]=1)[CH2:12][CH:13]([CH3:15])[CH3:14]. Given the reactants [CH2:1]([O:3][C:4](=[O:17])[C:5]1[CH:10]=[CH:9][C:8]([C:11](=O)[CH2:12][CH:13]([CH3:15])[CH3:14])=[CH:7][CH:6]=1)[CH3:2].C([O-])(=O)C.[NH4+].C([BH3-])#[N:24].[Na+], predict the reaction product.